From a dataset of Merck oncology drug combination screen with 23,052 pairs across 39 cell lines. Regression. Given two drug SMILES strings and cell line genomic features, predict the synergy score measuring deviation from expected non-interaction effect. (1) Drug 1: COc1cccc2c1C(=O)c1c(O)c3c(c(O)c1C2=O)CC(O)(C(=O)CO)CC3OC1CC(N)C(O)C(C)O1. Drug 2: O=C(NOCC(O)CO)c1ccc(F)c(F)c1Nc1ccc(I)cc1F. Cell line: RKO. Synergy scores: synergy=16.1. (2) Drug 1: NC1CCCCC1N.O=C(O)C(=O)O.[Pt+2]. Drug 2: CNC(=O)c1cc(Oc2ccc(NC(=O)Nc3ccc(Cl)c(C(F)(F)F)c3)cc2)ccn1. Cell line: HT144. Synergy scores: synergy=-6.06.